Dataset: Catalyst prediction with 721,799 reactions and 888 catalyst types from USPTO. Task: Predict which catalyst facilitates the given reaction. (1) Reactant: [CH2:1]([O:8][C:9]1[CH:10]=[C:11]2[C:15](=[CH:16][CH:17]=1)[NH:14][C:13]([C:18]1[CH:23]=[CH:22][C:21]([O:24][CH2:25][C:26]3[CH:31]=[CH:30][CH:29]=[CH:28][CH:27]=3)=[CH:20][CH:19]=1)=[CH:12]2)[C:2]1[CH:7]=[CH:6][CH:5]=[CH:4][CH:3]=1.ClS([N:36]=[C:37]=O)(=O)=O.ClS([NH-])(=O)=O.CCN(CC)CC. Product: [CH2:1]([O:8][C:9]1[CH:10]=[C:11]2[C:15](=[CH:16][CH:17]=1)[NH:14][C:13]([C:18]1[CH:23]=[CH:22][C:21]([O:24][CH2:25][C:26]3[CH:31]=[CH:30][CH:29]=[CH:28][CH:27]=3)=[CH:20][CH:19]=1)=[C:12]2[C:37]#[N:36])[C:2]1[CH:3]=[CH:4][CH:5]=[CH:6][CH:7]=1. The catalyst class is: 2. (2) Reactant: [Br:1][C:2]1[CH:7]=[CH:6][N:5]2[C:8](=[O:11])[NH:9][N:10]=[C:4]2[C:3]=1[O:12][CH3:13].BrC1C=CN2C(=O)NN=C2C=1O.CCN(C(C)C)C(C)C.Cl[CH2:36][O:37][CH2:38][CH2:39][Si:40]([CH3:43])([CH3:42])[CH3:41]. Product: [Br:1][C:2]1[CH:7]=[CH:6][N:5]2[C:8](=[O:11])[N:9]([CH2:36][O:37][CH2:38][CH2:39][Si:40]([CH3:43])([CH3:42])[CH3:41])[N:10]=[C:4]2[C:3]=1[O:12][CH3:13]. The catalyst class is: 2. (3) Reactant: [NH2:1][C:2]([CH3:21])([CH3:20])[CH2:3][CH2:4][N:5]1[C:13]2[C:8](=[CH:9][CH:10]=[C:11]([C:14]([OH:16])=[O:15])[CH:12]=2)[CH:7]=[C:6]1[C:17](O)=[O:18].C(N1C=CN=C1)(N1C=CN=C1)=O.N12CCCN=C1CCCCC2.C(O)(=O)C. Product: [CH3:20][C:2]1([CH3:21])[CH2:3][CH2:4][N:5]2[C:13]3[CH:12]=[C:11]([C:14]([OH:16])=[O:15])[CH:10]=[CH:9][C:8]=3[CH:7]=[C:6]2[C:17](=[O:18])[NH:1]1. The catalyst class is: 20. (4) Reactant: C([O:5][C:6](=[O:20])/[CH:7]=[CH:8]/[C:9]1[S:13][C:12]([C:14]([O:16][CH2:17][CH3:18])=[O:15])=[C:11]([CH3:19])[CH:10]=1)(C)(C)C.Cl. Product: [CH2:17]([O:16][C:14]([C:12]1[S:13][C:9](/[CH:8]=[CH:7]/[C:6]([OH:20])=[O:5])=[CH:10][C:11]=1[CH3:19])=[O:15])[CH3:18]. The catalyst class is: 25. (5) Reactant: C(N(CC)CC)C.[Cl:8][C:9]1[CH:17]=[CH:16][C:12]([C:13](O)=[O:14])=[CH:11][C:10]=1[NH:18][C:19]([C:21]1[C:32](=[O:33])[NH:31][C:24]2[N:25]=[C:26]([O:29][CH3:30])[N:27]=[CH:28][C:23]=2[CH:22]=1)=[O:20].CN(C(ON1N=NC2C=CC=NC1=2)=[N+](C)C)C.F[P-](F)(F)(F)(F)F.[C:58]([O:62][C:63](=[O:76])[NH:64][CH2:65][CH2:66][CH:67]([NH2:75])[C:68]1[CH:73]=[CH:72][CH:71]=[C:70]([Cl:74])[CH:69]=1)([CH3:61])([CH3:60])[CH3:59]. Product: [C:58]([O:62][C:63](=[O:76])[NH:64][CH2:65][CH2:66][CH:67]([NH:75][C:13](=[O:14])[C:12]1[CH:16]=[CH:17][C:9]([Cl:8])=[C:10]([NH:18][C:19]([C:21]2[C:32](=[O:33])[NH:31][C:24]3[N:25]=[C:26]([O:29][CH3:30])[N:27]=[CH:28][C:23]=3[CH:22]=2)=[O:20])[CH:11]=1)[C:68]1[CH:73]=[CH:72][CH:71]=[C:70]([Cl:74])[CH:69]=1)([CH3:61])([CH3:59])[CH3:60]. The catalyst class is: 3. (6) Reactant: F[C:2]1[CH:7]=[CH:6][CH:5]=[CH:4][N:3]=1.[NH:8]1[CH2:12][CH2:11][CH:10]([NH:13][C:14](=[O:20])[O:15][C:16]([CH3:19])([CH3:18])[CH3:17])[CH2:9]1. Product: [N:3]1[CH:4]=[CH:5][CH:6]=[CH:7][C:2]=1[N:8]1[CH2:12][CH2:11][CH:10]([NH:13][C:14](=[O:20])[O:15][C:16]([CH3:18])([CH3:17])[CH3:19])[CH2:9]1. The catalyst class is: 28. (7) Reactant: [C:1]([CH2:3][C:4]([OH:6])=O)#[N:2].C([Li])CCC.[CH3:12][C:13]1[O:17][N:16]=[C:15]([C:18]2[CH:23]=[CH:22][CH:21]=[CH:20][CH:19]=2)[C:14]=1C(Cl)=O. Product: [CH3:12][C:13]1[O:17][N:16]=[C:15]([C:18]2[CH:19]=[CH:20][CH:21]=[CH:22][CH:23]=2)[C:14]=1[C:4](=[O:6])[CH2:3][C:1]#[N:2]. The catalyst class is: 1.